Regression. Given two drug SMILES strings and cell line genomic features, predict the synergy score measuring deviation from expected non-interaction effect. From a dataset of NCI-60 drug combinations with 297,098 pairs across 59 cell lines. (1) Drug 1: C1=CC(=CC=C1C#N)C(C2=CC=C(C=C2)C#N)N3C=NC=N3. Drug 2: CCN(CC)CCNC(=O)C1=C(NC(=C1C)C=C2C3=C(C=CC(=C3)F)NC2=O)C. Cell line: MCF7. Synergy scores: CSS=-0.00500, Synergy_ZIP=-0.242, Synergy_Bliss=0.148, Synergy_Loewe=-1.88, Synergy_HSA=-1.36. (2) Drug 1: C1C(C(OC1N2C=NC3=C(N=C(N=C32)Cl)N)CO)O. Drug 2: CN1C2=C(C=C(C=C2)N(CCCl)CCCl)N=C1CCCC(=O)O.Cl. Cell line: MDA-MB-435. Synergy scores: CSS=31.2, Synergy_ZIP=-10.9, Synergy_Bliss=-3.69, Synergy_Loewe=-43.2, Synergy_HSA=-4.85. (3) Drug 1: C1CN1C2=NC(=NC(=N2)N3CC3)N4CC4. Drug 2: C(=O)(N)NO. Cell line: SW-620. Synergy scores: CSS=21.0, Synergy_ZIP=1.28, Synergy_Bliss=5.25, Synergy_Loewe=-18.2, Synergy_HSA=1.64. (4) Cell line: SK-OV-3. Drug 1: CCC1=C2CN3C(=CC4=C(C3=O)COC(=O)C4(CC)O)C2=NC5=C1C=C(C=C5)O. Synergy scores: CSS=15.9, Synergy_ZIP=-7.24, Synergy_Bliss=1.94, Synergy_Loewe=-11.0, Synergy_HSA=-0.0394. Drug 2: C(CCl)NC(=O)N(CCCl)N=O. (5) Drug 1: CNC(=O)C1=CC=CC=C1SC2=CC3=C(C=C2)C(=NN3)C=CC4=CC=CC=N4. Drug 2: C1CCC(C1)C(CC#N)N2C=C(C=N2)C3=C4C=CNC4=NC=N3. Cell line: MDA-MB-231. Synergy scores: CSS=5.41, Synergy_ZIP=1.56, Synergy_Bliss=3.15, Synergy_Loewe=-0.123, Synergy_HSA=-0.566. (6) Drug 1: C1CCC(C1)C(CC#N)N2C=C(C=N2)C3=C4C=CNC4=NC=N3. Drug 2: CCC1(CC2CC(C3=C(CCN(C2)C1)C4=CC=CC=C4N3)(C5=C(C=C6C(=C5)C78CCN9C7C(C=CC9)(C(C(C8N6C=O)(C(=O)OC)O)OC(=O)C)CC)OC)C(=O)OC)O.OS(=O)(=O)O. Cell line: HS 578T. Synergy scores: CSS=44.0, Synergy_ZIP=5.68, Synergy_Bliss=7.57, Synergy_Loewe=-14.9, Synergy_HSA=2.90.